From a dataset of Full USPTO retrosynthesis dataset with 1.9M reactions from patents (1976-2016). Predict the reactants needed to synthesize the given product. Given the product [CH3:1][C@H:2]([O:6][C:7]1[CH:8]=[C:9]([CH:14]=[C:15]([O:17][CH2:18][C:19]2[CH:20]=[CH:21][CH:22]=[CH:23][CH:24]=2)[CH:16]=1)[C:10]([OH:12])=[O:11])[CH2:3][O:4][CH3:5], predict the reactants needed to synthesize it. The reactants are: [CH3:1][C@H:2]([O:6][C:7]1[CH:8]=[C:9]([CH:14]=[C:15]([O:17][CH2:18][C:19]2[CH:24]=[CH:23][CH:22]=[CH:21][CH:20]=2)[CH:16]=1)[C:10]([O:12]C)=[O:11])[CH2:3][O:4][CH3:5].[OH-].[Na+].